Task: Predict the product of the given reaction.. Dataset: Forward reaction prediction with 1.9M reactions from USPTO patents (1976-2016) (1) Given the reactants C=C1C[CH:4]([NH:6][C:7](=[O:16])[O:8][CH2:9][C:10]2[CH:15]=[CH:14][CH:13]=[CH:12][CH:11]=2)C1.C(=O)([O-])[O-:18].[Na+].[Na+].[C:23]([OH:27])([CH3:26])([CH3:25])[CH3:24], predict the reaction product. The product is: [OH:27][C:23]1([CH2:26][OH:18])[CH2:25][CH:4]([NH:6][C:7](=[O:16])[O:8][CH2:9][C:10]2[CH:15]=[CH:14][CH:13]=[CH:12][CH:11]=2)[CH2:24]1. (2) Given the reactants Cl.[C:2]([C:5]1[S:6][CH:7]=[CH:8][CH:9]=1)(=[O:4])[CH3:3].Cl.[CH2:11]([NH2:13])[CH3:12].[CH2:14]=O, predict the reaction product. The product is: [CH2:11]([NH:13][CH2:14][CH2:3][C:2]([C:5]1[S:6][CH:7]=[CH:8][CH:9]=1)=[O:4])[CH3:12]. (3) Given the reactants Br[C:2]1[CH:7]=[C:6]([CH3:8])[N:5]=[C:4]2[N:9]([CH2:12][C:13]3[CH:18]=[CH:17][CH:16]=[CH:15][CH:14]=3)[N:10]=[CH:11][C:3]=12.[C:19]([Zn]C#N)#[N:20].COC1C=CC=C(OC)C=1C1C=CC=CC=1P(C1CCCCC1)C1CCCCC1.CN(C=O)C, predict the reaction product. The product is: [CH3:8][C:6]1[CH:7]=[C:2]([C:19]#[N:20])[C:3]2[CH:11]=[N:10][N:9]([CH2:12][C:13]3[CH:18]=[CH:17][CH:16]=[CH:15][CH:14]=3)[C:4]=2[N:5]=1. (4) The product is: [O:22]1[CH:23]=[CH:24][CH:25]=[C:21]1[C:19]1[N:12]2[C:13]([CH:14]=[N:15][C:10]([NH:9][C:6]3[CH:7]=[CH:8][C:3]([O:2][CH3:1])=[CH:4][CH:5]=3)=[N:11]2)=[C:16]([CH3:17])[N:18]=1. Given the reactants [CH3:1][O:2][C:3]1[CH:8]=[CH:7][C:6]([NH:9][C:10]2[N:11]=[N:12][C:13]([CH:16]([NH:18][C:19]([C:21]3[O:22][CH:23]=[CH:24][CH:25]=3)=O)[CH3:17])=[CH:14][N:15]=2)=[CH:5][CH:4]=1.P(Cl)(Cl)(Cl)=O, predict the reaction product. (5) Given the reactants [Br:1][C:2]1[CH:10]=[CH:9][C:5]([C:6](O)=[O:7])=[C:4]([CH3:11])[CH:3]=1.C(Cl)(=O)C(Cl)=O.[CH3:18][NH2:19].CCCC(C)C, predict the reaction product. The product is: [Br:1][C:2]1[CH:10]=[CH:9][C:5]([C:6]([NH:19][CH3:18])=[O:7])=[C:4]([CH3:11])[CH:3]=1.